This data is from Reaction yield outcomes from USPTO patents with 853,638 reactions. The task is: Predict the reaction yield, written as a fraction of the theoretical maximum amount of product (1.0 means a 100% yield; for example, 0.34 means a 34% yield). The reactants are [Br:1][C:2]1[CH:16]=[C:15](/[CH:17]=[CH:18]/[CH:19]([C:24]2[CH:29]=[C:28]([Cl:30])[C:27]([Cl:31])=[C:26]([Cl:32])[CH:25]=2)[C:20]([F:23])([F:22])[F:21])[CH:14]=[CH:13][C:3]=1[C:4]([NH:6][CH:7]1[CH2:12][CH2:11][NH:10][CH2:9][CH2:8]1)=[O:5].C(N(CC)CC)C.[C:40](Cl)(=[O:42])[CH3:41]. The catalyst is C(Cl)Cl. The product is [C:40]([N:10]1[CH2:11][CH2:12][CH:7]([NH:6][C:4](=[O:5])[C:3]2[CH:13]=[CH:14][C:15](/[CH:17]=[CH:18]/[CH:19]([C:24]3[CH:25]=[C:26]([Cl:32])[C:27]([Cl:31])=[C:28]([Cl:30])[CH:29]=3)[C:20]([F:23])([F:21])[F:22])=[CH:16][C:2]=2[Br:1])[CH2:8][CH2:9]1)(=[O:42])[CH3:41]. The yield is 0.500.